Dataset: Catalyst prediction with 721,799 reactions and 888 catalyst types from USPTO. Task: Predict which catalyst facilitates the given reaction. (1) Reactant: [C:1]([O:5][C:6](=[O:28])[CH2:7][C@H:8]([C:18]1[O:22][N:21]=[C:20]([C:23](OCC)=[O:24])[N:19]=1)[CH2:9][CH2:10][CH2:11][CH:12]1[CH2:17][CH2:16][CH2:15][CH2:14][CH2:13]1)([CH3:4])([CH3:3])[CH3:2].[CH3:29][NH:30][CH3:31]. Product: [CH:12]1([CH2:11][CH2:10][CH2:9][C@@H:8]([C:18]2[O:22][N:21]=[C:20]([C:23]([N:30]([CH3:31])[CH3:29])=[O:24])[N:19]=2)[CH2:7][C:6]([O:5][C:1]([CH3:4])([CH3:3])[CH3:2])=[O:28])[CH2:17][CH2:16][CH2:15][CH2:14][CH2:13]1. The catalyst class is: 8. (2) Reactant: [CH3:1][C@@H:2]([C:5]([N:7]1[C@H:11]([C:12]([OH:14])=[O:13])[CH2:10][CH2:9][CH2:8]1)=[O:6])[CH2:3][SH:4].C(N(CC)C(C)C)(C)C.Cl[C:25]([O:27][CH2:28][Cl:29])=[O:26]. Product: [Cl:29][CH2:28][O:27][C:25]([S:4][CH2:3][C@@H:2]([CH3:1])[C:5]([N:7]1[CH2:8][CH2:9][CH2:10][C@H:11]1[C:12]([OH:14])=[O:13])=[O:6])=[O:26]. The catalyst class is: 38. (3) Reactant: Br[C:2]1[CH:3]=[C:4]2[C:9](=[CH:10][CH:11]=1)[N:8]=[CH:7][C:6]([C:12](=[O:14])[CH3:13])=[C:5]2[NH:15][C:16]1[CH:21]=[CH:20][C:19]([CH2:22][N:23]([CH3:25])[CH3:24])=[CH:18][CH:17]=1.[Cl:26][C:27]1[CH:32]=[C:31](B2OC(C)(C)C(C)(C)O2)[CH:30]=[C:29]([Cl:42])[C:28]=1[OH:43]. Product: [Cl:26][C:27]1[CH:32]=[C:31]([C:2]2[CH:3]=[C:4]3[C:9](=[CH:10][CH:11]=2)[N:8]=[CH:7][C:6]([C:12](=[O:14])[CH3:13])=[C:5]3[NH:15][C:16]2[CH:21]=[CH:20][C:19]([CH2:22][N:23]([CH3:24])[CH3:25])=[CH:18][CH:17]=2)[CH:30]=[C:29]([Cl:42])[C:28]=1[OH:43]. The catalyst class is: 98. (4) Reactant: [CH:1]1[C:11]2[CH:10]=[CH:9][C:8]3[CH:12]=[CH:13][CH:14]=[CH:15][C:7]=3[NH:6][C:5]=2[CH:4]=[CH:3][CH:2]=1.S([O-])([O-])(=O)=O.[CH2:21]([N+:25](CCCC)(CCCC)CCCC)[CH2:22]CC.C([N+](CCCC)(CCCC)CCCC)CCC.BrCC#N.[OH-].[Na+]. Product: [CH:1]1[C:11]2[CH:10]=[CH:9][C:8]3[CH:12]=[CH:13][CH:14]=[CH:15][C:7]=3[N:6]([CH2:22][C:21]#[N:25])[C:5]=2[CH:4]=[CH:3][CH:2]=1. The catalyst class is: 34. (5) Reactant: [CH2:1]([O:5][C:6]1[CH:11]=[CH:10][C:9]([S:12]([C:15]2([C:32]([OH:34])=O)[CH2:20][CH2:19][N:18]([C:21]([C:23]3([CH3:31])[CH2:28][O:27][C:26]([CH3:30])([CH3:29])[O:25][CH2:24]3)=[O:22])[CH2:17][CH2:16]2)(=[O:14])=[O:13])=[CH:8][CH:7]=1)[C:2]#[C:3][CH3:4].[OH:35][N:36]1C2C=CC=CC=2N=N1.Cl.CN(C)CCCN=C=NCC.CN1CCOCC1.NO. Product: [CH2:1]([O:5][C:6]1[CH:11]=[CH:10][C:9]([S:12]([C:15]2([C:32]([NH:36][OH:35])=[O:34])[CH2:20][CH2:19][N:18]([C:21]([C:23]3([CH3:31])[CH2:28][O:27][C:26]([CH3:30])([CH3:29])[O:25][CH2:24]3)=[O:22])[CH2:17][CH2:16]2)(=[O:14])=[O:13])=[CH:8][CH:7]=1)[C:2]#[C:3][CH3:4]. The catalyst class is: 9. (6) Reactant: Cl[C:2]1[CH:7]=[C:6]([CH3:8])[C:5]([N+:9]([O-:11])=[O:10])=[CH:4][N:3]=1.[CH2:12]([NH2:15])[CH2:13][NH2:14]. Product: [NH2:14][CH2:13][CH2:12][NH:15][C:2]1[CH:7]=[C:6]([CH3:8])[C:5]([N+:9]([O-:11])=[O:10])=[CH:4][N:3]=1. The catalyst class is: 10. (7) Reactant: Cl[C:2]1[N:7]=[CH:6][C:5]([O:8][C:9]2[CH:14]=[CH:13][C:12]([S:15]([NH:18][C:19]3[S:20][CH:21]=[CH:22][N:23]=3)(=[O:17])=[O:16])=[CH:11][C:10]=2[F:24])=[C:4]([C:25]2[N:29]([CH3:30])[N:28]=[CH:27][CH:26]=2)[CH:3]=1.[N:31]1[CH:36]=[CH:35][CH:34]=[C:33](B(O)O)[CH:32]=1.C([O-])([O-])=O.[Na+].[Na+].O. Product: [F:24][C:10]1[CH:11]=[C:12]([S:15]([NH:18][C:19]2[S:20][CH:21]=[CH:22][N:23]=2)(=[O:17])=[O:16])[CH:13]=[CH:14][C:9]=1[O:8][C:5]1[C:4]([C:25]2[N:29]([CH3:30])[N:28]=[CH:27][CH:26]=2)=[CH:3][C:2]([C:33]2[CH:32]=[N:31][CH:36]=[CH:35][CH:34]=2)=[N:7][CH:6]=1. The catalyst class is: 427. (8) Reactant: [NH2:1][C:2]1[CH:7]=[CH:6][C:5]([CH:8]([CH3:11])[C:9]#[N:10])=[CH:4][CH:3]=1.[CH3:12][C:13](OC(C)=O)=[O:14]. Product: [C:9]([CH:8]([CH3:11])[C:5]1[CH:4]=[CH:3][C:2]([NH:1][C:13](=[O:14])[CH3:12])=[CH:7][CH:6]=1)#[N:10]. The catalyst class is: 17. (9) Reactant: [OH:1][C:2]1[CH:11]=[C:10]2[C:5]([C:6](=[O:20])[C:7]([C:12]3[CH:17]=[CH:16][CH:15]=[C:14]([O:18][CH3:19])[CH:13]=3)=[CH:8][O:9]2)=[CH:4][CH:3]=1.[C:21](OC(=O)C)(=[O:23])[CH3:22]. Product: [C:21]([O:1][C:2]1[CH:11]=[C:10]2[C:5]([C:6](=[O:20])[C:7]([C:12]3[CH:17]=[CH:16][CH:15]=[C:14]([O:18][CH3:19])[CH:13]=3)=[CH:8][O:9]2)=[CH:4][CH:3]=1)(=[O:23])[CH3:22]. The catalyst class is: 17.